From a dataset of Forward reaction prediction with 1.9M reactions from USPTO patents (1976-2016). Predict the product of the given reaction. (1) Given the reactants [NH:1]1[C:5]2=[N:6][CH:7]=[CH:8][CH:9]=[C:4]2[CH:3]=[CH:2]1.[C:10]1([N:16]2[CH2:21][CH2:20][NH:19][CH2:18][CH2:17]2)[CH:15]=[CH:14][CH:13]=[CH:12][CH:11]=1.[C:22]([O-])(=O)C.[Na+].C=O, predict the reaction product. The product is: [C:10]1([N:16]2[CH2:21][CH2:20][N:19]([CH2:22][C:2]3[NH:1][C:5]4=[N:6][CH:7]=[CH:8][CH:9]=[C:4]4[CH:3]=3)[CH2:18][CH2:17]2)[CH:15]=[CH:14][CH:13]=[CH:12][CH:11]=1. (2) The product is: [CH2:16]([O:18][CH2:19][CH2:20][O:21][C:22]1[CH:27]=[C:26]([CH3:28])[C:25]([C:29]2[CH:34]=[CH:33][CH:32]=[C:31]([CH2:35][NH:1][C:2]3[CH:7]=[CH:6][C:5]([CH2:8][CH2:9][C:10]([O:12][CH2:13][CH3:14])=[O:11])=[C:4]([F:15])[CH:3]=3)[CH:30]=2)=[C:24]([CH3:37])[CH:23]=1)[CH3:17]. Given the reactants [NH2:1][C:2]1[CH:7]=[CH:6][C:5]([CH2:8][CH2:9][C:10]([O:12][CH2:13][CH3:14])=[O:11])=[C:4]([F:15])[CH:3]=1.[CH2:16]([O:18][CH2:19][CH2:20][O:21][C:22]1[CH:27]=[C:26]([CH3:28])[C:25]([C:29]2[CH:34]=[CH:33][CH:32]=[C:31]([CH:35]=O)[CH:30]=2)=[C:24]([CH3:37])[CH:23]=1)[CH3:17], predict the reaction product. (3) Given the reactants C([O:3][C:4]([C:6]1[CH:7]=[N:8][N:9]([C:17]2[CH:22]=[CH:21][CH:20]=[C:19]([F:23])[CH:18]=2)[C:10]=1[C:11]1[CH:16]=[CH:15][N:14]=[CH:13][CH:12]=1)=[O:5])C.[OH-].[Na+].Cl, predict the reaction product. The product is: [F:23][C:19]1[CH:18]=[C:17]([N:9]2[C:10]([C:11]3[CH:16]=[CH:15][N:14]=[CH:13][CH:12]=3)=[C:6]([C:4]([OH:5])=[O:3])[CH:7]=[N:8]2)[CH:22]=[CH:21][CH:20]=1. (4) Given the reactants C(OCC)(=O)C.Cl.[Cl:8][C:9]1[CH:14]=[CH:13][C:12]([C:15]2[CH:20]=[CH:19][C:18]([C:21]([NH:23][C:24]3[CH:29]=[CH:28][C:27]([CH:30]([OH:44])[CH:31]4[CH2:36][CH2:35][CH2:34][N:33](C(OC(C)(C)C)=O)[CH2:32]4)=[CH:26][CH:25]=3)=[O:22])=[CH:17][CH:16]=2)=[CH:11][CH:10]=1, predict the reaction product. The product is: [ClH:8].[Cl:8][C:9]1[CH:10]=[CH:11][C:12]([C:15]2[CH:16]=[CH:17][C:18]([C:21]([NH:23][C:24]3[CH:29]=[CH:28][C:27]([CH:30]([OH:44])[CH:31]4[CH2:36][CH2:35][CH2:34][NH:33][CH2:32]4)=[CH:26][CH:25]=3)=[O:22])=[CH:19][CH:20]=2)=[CH:13][CH:14]=1. (5) The product is: [OH:2][CH2:3][C:5]1[CH:6]=[C:7]2[C:11](=[CH:12][CH:13]=1)[CH2:10][C@@H:9]([NH:14][S:15]([CH:18]([CH3:20])[CH3:19])(=[O:17])=[O:16])[CH2:8]2. Given the reactants C[O:2][C:3]([C:5]1[CH:6]=[C:7]2[C:11](=[CH:12][CH:13]=1)[CH2:10][C@@H:9]([NH:14][S:15]([CH:18]([CH3:20])[CH3:19])(=[O:17])=[O:16])[CH2:8]2)=O.[H-].[Al+3].[Li+].[H-].[H-].[H-], predict the reaction product. (6) Given the reactants [CH2:1]([NH2:13])[CH2:2][CH2:3][CH2:4][CH2:5][CH2:6][CH2:7][CH2:8][CH2:9][CH2:10][CH2:11][CH3:12].[Li]CCCC.C([O:21][C:22](=O)[C:23]1[CH:28]=[C:27]([C:29]2[CH:34]=[CH:33][CH:32]=[C:31]([Cl:35])[CH:30]=2)[C:26]([O:36][CH2:37][CH2:38][OH:39])=[C:25]([C:40]2[CH:45]=[CH:44][CH:43]=[C:42]([Cl:46])[CH:41]=2)[CH:24]=1)C, predict the reaction product. The product is: [CH2:1]([NH:13][C:22](=[O:21])[C:23]1[CH:24]=[C:25]([C:40]2[CH:45]=[CH:44][CH:43]=[C:42]([Cl:46])[CH:41]=2)[C:26]([O:36][CH2:37][CH2:38][OH:39])=[C:27]([C:29]2[CH:34]=[CH:33][CH:32]=[C:31]([Cl:35])[CH:30]=2)[CH:28]=1)[CH2:2][CH2:3][CH2:4][CH2:5][CH2:6][CH2:7][CH2:8][CH2:9][CH2:10][CH2:11][CH3:12]. (7) Given the reactants Br[C:2]1[C:6]2[C:7]3[N:8]([CH3:28])[C:9](=[O:27])[N:10]([C:15]4[C:20]([F:21])=[C:19]([O:22][CH3:23])[CH:18]=[C:17]([O:24][CH3:25])[C:16]=4[F:26])[CH2:11][C:12]=3[CH:13]=[N:14][C:5]=2[NH:4][N:3]=1.[CH3:29][N:30]1[CH2:35][CH:34]=[C:33](B2OC(C)(C)C(C)(C)O2)[CH2:32][CH2:31]1, predict the reaction product. The product is: [F:21][C:20]1[C:19]([O:22][CH3:23])=[CH:18][C:17]([O:24][CH3:25])=[C:16]([F:26])[C:15]=1[N:10]1[CH2:11][C:12]2[CH:13]=[N:14][C:5]3[NH:4][N:3]=[C:2]([CH:33]4[CH2:34][CH2:35][N:30]([CH3:29])[CH2:31][CH2:32]4)[C:6]=3[C:7]=2[N:8]([CH3:28])[C:9]1=[O:27]. (8) Given the reactants CS(O[CH2:6][CH:7]1[CH2:16][C:15]2[C:10](=[CH:11][CH:12]=[CH:13][CH:14]=2)[C:9](=[O:17])[NH:8]1)(=O)=O.[N-:18]=[N+:19]=[N-:20].[Na+], predict the reaction product. The product is: [N:18]([CH2:6][CH:7]1[CH2:16][C:15]2[C:10](=[CH:11][CH:12]=[CH:13][CH:14]=2)[C:9](=[O:17])[NH:8]1)=[N+:19]=[N-:20]. (9) Given the reactants [OH:1][C:2]1[C:11]([CH2:12][C:13]([CH3:15])=[CH2:14])=[CH:10][C:5]([C:6]([O:8][CH3:9])=[O:7])=[CH:4][C:3]=1[O:16][CH3:17], predict the reaction product. The product is: [CH3:17][O:16][C:3]1[C:2]2[O:1][C:13]([CH3:15])([CH3:14])[CH2:12][C:11]=2[CH:10]=[C:5]([C:6]([O:8][CH3:9])=[O:7])[CH:4]=1.